From a dataset of Forward reaction prediction with 1.9M reactions from USPTO patents (1976-2016). Predict the product of the given reaction. (1) Given the reactants [NH2:1][C:2]1[N:3]=[C:4]2[CH:9]=[CH:8][C:7]([O:10][C:11]3[CH:12]=[C:13]([NH:17][C:18]([C:20]4[C:25]([CH3:26])=[CH:24][CH:23]=[CH:22][N:21]=4)=[O:19])[CH:14]=[CH:15][CH:16]=3)=[CH:6][N:5]2[CH:27]=1.C([N:31]([CH2:35]C)[CH:32]([CH3:34])[CH3:33])(C)C.C(Cl)(=O)[O:38]CC(Cl)(Cl)Cl.C1(N)CC1, predict the reaction product. The product is: [CH:32]1([NH:31][C:35]([NH:1][C:2]2[N:3]=[C:4]3[CH:9]=[CH:8][C:7]([O:10][C:11]4[CH:12]=[C:13]([NH:17][C:18]([C:20]5[C:25]([CH3:26])=[CH:24][CH:23]=[CH:22][N:21]=5)=[O:19])[CH:14]=[CH:15][CH:16]=4)=[CH:6][N:5]3[CH:27]=2)=[O:38])[CH2:33][CH2:34]1. (2) The product is: [Cl:3][C:2]1([C:4]([Cl:5])=[CH:6][C:14]2[O:10][C:11](=[O:15])[CH2:12][CH:13]=2)[O:9][C:1]1=[O:8]. Given the reactants [C:1]([OH:9])(=[O:8])/[C:2](=[C:4](\[CH:6]=O)/[Cl:5])/[Cl:3].[O:10]1[CH:14]=[CH:13][CH:12]=[C:11]1[O:15][Si](C)(C)C, predict the reaction product. (3) Given the reactants Cl[C:2]1[N:3]=[C:4]2[CH:12]=[CH:11][N:10]=[CH:9][C:5]2=[N:6][C:7]=1[Cl:8].CCN(C(C)C)C(C)C.[C:22]([NH2:26])([CH3:25])([CH3:24])[CH3:23].[NH4+].[Cl-], predict the reaction product. The product is: [C:22]([NH:26][C:2]1[N:3]=[C:4]2[CH:12]=[CH:11][N:10]=[CH:9][C:5]2=[N:6][C:7]=1[Cl:8])([CH3:25])([CH3:24])[CH3:23]. (4) Given the reactants N(CCC1C=CC(F)=CC=1)=[N+]=[N-].[CH2:13]([N:20]=[N+:21]=[N-:22])[C:14]1[CH:19]=[CH:18][CH:17]=[CH:16][CH:15]=1.[CH2:23]([NH:30][C:31]([C:33]1[S:37][C:36]([C:38]#[CH:39])=[N:35][C:34]=1[CH3:40])=[O:32])[C:24]1[CH:29]=[CH:28][CH:27]=[CH:26][CH:25]=1, predict the reaction product. The product is: [CH2:23]([NH:30][C:31]([C:33]1[S:37][C:36]([C:38]2[N:22]=[N:21][N:20]([CH2:13][C:14]3[CH:19]=[CH:18][CH:17]=[CH:16][CH:15]=3)[CH:39]=2)=[N:35][C:34]=1[CH3:40])=[O:32])[C:24]1[CH:25]=[CH:26][CH:27]=[CH:28][CH:29]=1. (5) Given the reactants [O:1]=[C:2]1[C:6](=[CH:7][O-])[CH2:5][CH2:4][O:3]1.[Na+].[Br:10][C:11]1[CH:16]=[CH:15][N:14]=[C:13]([NH2:17])[CH:12]=1.CC1C=CC(S(O)(=O)=O)=CC=1, predict the reaction product. The product is: [Br:10][C:11]1[CH:16]=[CH:15][N:14]=[C:13]([NH:17][CH:7]=[C:6]2[CH2:5][CH2:4][O:3][C:2]2=[O:1])[CH:12]=1. (6) Given the reactants [C@H:1]1([NH:10][C:11]2[C:12]3[CH:19]=[CH:18][N:17]([C@H:20]4[CH2:24][C@H:23]([OH:25])[C@H:22]([CH2:26][OH:27])[CH2:21]4)[C:13]=3[N:14]=[CH:15][N:16]=2)[C:9]2[C:4](=[CH:5][CH:6]=[CH:7][CH:8]=2)[CH2:3][CH2:2]1.C(C1C=C(C)C=C(C(C)(C)C)N=1)(C)(C)C.Cl[S:44]([NH:47][C:48](=[O:54])[O:49][C:50]([CH3:53])([CH3:52])[CH3:51])(=[O:46])=[O:45], predict the reaction product. The product is: [C:50]([O:49][C:48](=[O:54])[NH:47][S:44]([O:27][CH2:26][C@@H:22]1[CH2:21][C@@H:20]([N:17]2[C:13]3[N:14]=[CH:15][N:16]=[C:11]([NH:10][C@H:1]4[C:9]5[C:4](=[CH:5][CH:6]=[CH:7][CH:8]=5)[CH2:3][CH2:2]4)[C:12]=3[CH:19]=[CH:18]2)[CH2:24][C@@H:23]1[OH:25])(=[O:46])=[O:45])([CH3:53])([CH3:51])[CH3:52].